From a dataset of Full USPTO retrosynthesis dataset with 1.9M reactions from patents (1976-2016). Predict the reactants needed to synthesize the given product. (1) Given the product [OH:8][C:9]1[CH:29]=[CH:28][C:12]([O:13][CH2:14][CH2:15][CH2:16][N:17]2[C:18](=[O:27])[C:19]3[C:24](=[CH:23][CH:22]=[CH:21][CH:20]=3)[C:25]2=[O:26])=[CH:11][CH:10]=1, predict the reactants needed to synthesize it. The reactants are: C([O:8][C:9]1[CH:29]=[CH:28][C:12]([O:13][CH2:14][CH2:15][CH2:16][N:17]2[C:25](=[O:26])[C:24]3[C:19](=[CH:20][CH:21]=[CH:22][CH:23]=3)[C:18]2=[O:27])=[CH:11][CH:10]=1)C1C=CC=CC=1. (2) Given the product [C:42]([O:45][C:39]([NH:36][C:6]1[CH:7]=[C:8]2[C:13](=[C:4]([N+:1]([O-:3])=[O:2])[CH:5]=1)[N:12]=[CH:11][CH:10]=[CH:9]2)=[O:24])([CH3:44])([CH3:43])[CH3:41], predict the reactants needed to synthesize it. The reactants are: [N+:1]([C:4]1[CH:5]=[C:6](C(O)=O)[CH:7]=[C:8]2[C:13]=1[N:12]=[CH:11][CH:10]=[CH:9]2)([O-:3])=[O:2].C1C=CC(P(N=[N+]=[N-])(C2C=CC=CC=2)=[O:24])=CC=1.CC[N:36]([CH2:39]C)CC.[CH3:41][C:42]([OH:45])([CH3:44])[CH3:43].